This data is from Retrosynthesis with 50K atom-mapped reactions and 10 reaction types from USPTO. The task is: Predict the reactants needed to synthesize the given product. Given the product CCOC(=O)Cc1ccc(OC)c(-c2ccc(C(F)(F)F)cc2CSc2nnc(C)s2)c1, predict the reactants needed to synthesize it. The reactants are: CCOC(=O)Cc1ccc(OC)c(-c2ccc(C(F)(F)F)cc2CBr)c1.Cc1nnc(S)s1.